This data is from Forward reaction prediction with 1.9M reactions from USPTO patents (1976-2016). The task is: Predict the product of the given reaction. (1) Given the reactants [OH:1][N:2]=[C:3]([C:5]1[CH:13]=[CH:12][C:11]2[N:10]3[CH2:14][CH2:15][CH:16]([CH2:17][C:18]([O:20]C(C)(C)C)=[O:19])[C:9]3=[CH:8][C:7]=2[CH:6]=1)[NH2:4].[CH3:25][C:26]1[C:31]([C:32](O)=O)=[CH:30][N:29]=[CH:28][CH:27]=1, predict the reaction product. The product is: [CH3:25][C:26]1[CH:27]=[CH:28][N:29]=[CH:30][C:31]=1[C:32]1[O:1][N:2]=[C:3]([C:5]2[CH:13]=[CH:12][C:11]3[N:10]4[CH2:14][CH2:15][CH:16]([CH2:17][C:18]([OH:20])=[O:19])[C:9]4=[CH:8][C:7]=3[CH:6]=2)[N:4]=1. (2) Given the reactants [CH2:1]([C:3]1[C:4]([CH3:17])=[N:5][O:6][C:7]=1[NH:8][C:9](=[O:16])OCC(Cl)(Cl)Cl)[CH3:2].Cl.Cl.[F:20][C:21]1[C:26]([F:27])=[CH:25][CH:24]=[CH:23][C:22]=1[C:28]1[N:33]=[C:32](N2CCNCC2)[CH:31]=[CH:30][N:29]=1.C(O[CH2:44][CH3:45])(=O)C, predict the reaction product. The product is: [F:20][C:21]1[C:26]([F:27])=[CH:25][CH:24]=[CH:23][C:22]=1[C:28]1[N:33]=[C:32]([CH:45]2[CH2:44][CH2:9][N:8]([C:9]([NH:8][C:7]3[O:6][N:5]=[C:4]([CH3:17])[C:3]=3[CH2:1][CH3:2])=[O:16])[CH2:7][CH2:3]2)[CH:31]=[CH:30][N:29]=1.